Dataset: Reaction yield outcomes from USPTO patents with 853,638 reactions. Task: Predict the reaction yield, written as a fraction of the theoretical maximum amount of product (1.0 means a 100% yield; for example, 0.34 means a 34% yield). The reactants are Br[C:2]1[C:3]([C:14](=[O:16])[CH3:15])=[C:4]([O:12][CH3:13])[C:5]2[O:10][CH2:9][CH2:8][O:7][C:6]=2[CH:11]=1.[CH3:17][O-:18].[Na+]. The catalyst is CN(C=O)C.O.[NH4+].[Cl-]. The product is [CH3:13][O:12][C:4]1[C:5]2[O:10][CH2:9][CH2:8][O:7][C:6]=2[CH:11]=[C:2]([O:18][CH3:17])[C:3]=1[C:14](=[O:16])[CH3:15]. The yield is 0.105.